Dataset: Peptide-MHC class I binding affinity with 185,985 pairs from IEDB/IMGT. Task: Regression. Given a peptide amino acid sequence and an MHC pseudo amino acid sequence, predict their binding affinity value. This is MHC class I binding data. (1) The MHC is HLA-A68:01 with pseudo-sequence HLA-A68:01. The binding affinity (normalized) is 0.467. The peptide sequence is FLWTQSLRR. (2) The peptide sequence is TAVPWNASW. The MHC is HLA-A68:01 with pseudo-sequence HLA-A68:01. The binding affinity (normalized) is 0.169. (3) The MHC is SLA-10401 with pseudo-sequence SLA-10401. The binding affinity (normalized) is 0.0847. The peptide sequence is NMAPEKVDF. (4) The peptide sequence is RVLGRVLPY. The MHC is HLA-B27:05 with pseudo-sequence HLA-B27:05. The binding affinity (normalized) is 0.0847. (5) The peptide sequence is FQRVLIFIL. The MHC is HLA-A02:06 with pseudo-sequence HLA-A02:06. The binding affinity (normalized) is 0.319. (6) The peptide sequence is KYLPNGDYI. The MHC is HLA-C04:01 with pseudo-sequence HLA-C04:01. The binding affinity (normalized) is 0.0847. (7) The binding affinity (normalized) is 0.416. The MHC is Mamu-B17 with pseudo-sequence Mamu-B17. The peptide sequence is VRSQGENPTW.